From a dataset of NCI-60 drug combinations with 297,098 pairs across 59 cell lines. Regression. Given two drug SMILES strings and cell line genomic features, predict the synergy score measuring deviation from expected non-interaction effect. (1) Drug 1: C1=C(C(=O)NC(=O)N1)F. Drug 2: C1=NNC2=C1C(=O)NC=N2. Cell line: BT-549. Synergy scores: CSS=31.9, Synergy_ZIP=0.649, Synergy_Bliss=-1.55, Synergy_Loewe=-14.0, Synergy_HSA=-3.70. (2) Drug 1: CC12CCC3C(C1CCC2OP(=O)(O)O)CCC4=C3C=CC(=C4)OC(=O)N(CCCl)CCCl.[Na+]. Drug 2: COCCOC1=C(C=C2C(=C1)C(=NC=N2)NC3=CC=CC(=C3)C#C)OCCOC.Cl. Cell line: ACHN. Synergy scores: CSS=2.00, Synergy_ZIP=18.5, Synergy_Bliss=24.7, Synergy_Loewe=-25.2, Synergy_HSA=0.00000163. (3) Drug 1: COC1=NC(=NC2=C1N=CN2C3C(C(C(O3)CO)O)O)N. Drug 2: C1=NC2=C(N=C(N=C2N1C3C(C(C(O3)CO)O)F)Cl)N. Cell line: NCI-H522. Synergy scores: CSS=-4.63, Synergy_ZIP=-0.396, Synergy_Bliss=-0.451, Synergy_Loewe=-17.0, Synergy_HSA=-6.95. (4) Drug 1: CC1C(C(CC(O1)OC2CC(CC3=C2C(=C4C(=C3O)C(=O)C5=C(C4=O)C(=CC=C5)OC)O)(C(=O)C)O)N)O.Cl. Drug 2: CC1=C(C=C(C=C1)C(=O)NC2=CC(=CC(=C2)C(F)(F)F)N3C=C(N=C3)C)NC4=NC=CC(=N4)C5=CN=CC=C5. Cell line: A498. Synergy scores: CSS=15.4, Synergy_ZIP=-0.376, Synergy_Bliss=4.48, Synergy_Loewe=-12.7, Synergy_HSA=0.322. (5) Drug 1: C1=CC(=CC=C1CC(C(=O)O)N)N(CCCl)CCCl.Cl. Drug 2: CC(C)(C#N)C1=CC(=CC(=C1)CN2C=NC=N2)C(C)(C)C#N. Cell line: MOLT-4. Synergy scores: CSS=43.9, Synergy_ZIP=1.33, Synergy_Bliss=2.24, Synergy_Loewe=-3.36, Synergy_HSA=0.615. (6) Drug 1: CC1=C(C=C(C=C1)NC2=NC=CC(=N2)N(C)C3=CC4=NN(C(=C4C=C3)C)C)S(=O)(=O)N.Cl. Drug 2: C1=NC2=C(N1)C(=S)N=CN2. Cell line: M14. Synergy scores: CSS=7.22, Synergy_ZIP=-11.5, Synergy_Bliss=-16.7, Synergy_Loewe=-44.9, Synergy_HSA=-19.2. (7) Drug 1: CC12CCC(CC1=CCC3C2CCC4(C3CC=C4C5=CN=CC=C5)C)O. Drug 2: C1=NC2=C(N=C(N=C2N1C3C(C(C(O3)CO)O)F)Cl)N. Cell line: OVCAR-8. Synergy scores: CSS=33.7, Synergy_ZIP=-1.31, Synergy_Bliss=-3.80, Synergy_Loewe=-14.6, Synergy_HSA=-3.29.